From a dataset of Peptide-MHC class I binding affinity with 185,985 pairs from IEDB/IMGT. Regression. Given a peptide amino acid sequence and an MHC pseudo amino acid sequence, predict their binding affinity value. This is MHC class I binding data. (1) The peptide sequence is SAKRITESIT. The MHC is HLA-A02:01 with pseudo-sequence HLA-A02:01. The binding affinity (normalized) is 0. (2) The peptide sequence is QTGINNVQSL. The MHC is HLA-A02:03 with pseudo-sequence HLA-A02:03. The binding affinity (normalized) is 0.0661.